Dataset: Catalyst prediction with 721,799 reactions and 888 catalyst types from USPTO. Task: Predict which catalyst facilitates the given reaction. (1) Reactant: Br[C:2]1[C:3]([NH:23][C:24](=[O:27])[CH:25]=[CH2:26])=[CH:4][CH:5]=[C:6]2[C:11]=1[N:10]=[C:9]([CH:12]([CH3:14])[CH3:13])[N:8]([C:15]1[CH:20]=[CH:19][C:18]([Cl:21])=[CH:17][CH:16]=1)[C:7]2=[O:22].C(N(CC)CC)C. Product: [Cl:21][C:18]1[CH:19]=[CH:20][C:15]([N:8]2[C:7](=[O:22])[C:6]3[C:11](=[C:2]4[CH:25]([CH3:26])[C:24](=[O:27])[NH:23][C:3]4=[CH:4][CH:5]=3)[N:10]=[C:9]2[CH:12]([CH3:14])[CH3:13])=[CH:16][CH:17]=1. The catalyst class is: 10. (2) Reactant: [CH:1]1([C:7]2([CH3:17])[C:12](=[O:13])[N:11]([CH3:14])[C:10](=[O:15])[NH:9][C:8]2=[O:16])[CH2:6][CH2:5][CH2:4][CH2:3][CH2:2]1.C([O-])([O-])=O.[K+].[K+].Br[CH2:25][C:26]([C:28]1[CH:33]=[CH:32][CH:31]=[CH:30][CH:29]=1)=[O:27].C(O)(=O)CC(CC(O)=O)(C(O)=O)O. Product: [CH:1]1([C:7]2([CH3:17])[C:12](=[O:13])[N:11]([CH3:14])[C:10](=[O:15])[N:9]([CH2:25][C:26](=[O:27])[C:28]3[CH:33]=[CH:32][CH:31]=[CH:30][CH:29]=3)[C:8]2=[O:16])[CH2:2][CH2:3][CH2:4][CH2:5][CH2:6]1. The catalyst class is: 18. (3) Reactant: [NH2:1][C@H:2]1[CH2:7][CH2:6][C@H:5]([NH:8][C:9]2[CH:10]=[C:11]([N:28](CC3C=CC(OC)=CC=3)[C:29]3[CH:34]=[CH:33][CH:32]=[CH:31][N:30]=3)[C:12]3[N:13]([C:15]([C:18]([NH:20][C:21]4[CH:26]=[CH:25][N:24]=[CH:23][C:22]=4[F:27])=[O:19])=[CH:16][N:17]=3)[N:14]=2)[CH2:4][CH2:3]1.CCN(C(C)C)C(C)C.[CH3:53][N:54]([CH3:58])[C:55](Cl)=[O:56]. Product: [CH3:53][N:54]([CH3:58])[C:55]([NH:1][C@H:2]1[CH2:3][CH2:4][C@H:5]([NH:8][C:9]2[CH:10]=[C:11]([NH:28][C:29]3[CH:34]=[CH:33][CH:32]=[CH:31][N:30]=3)[C:12]3[N:13]([C:15]([C:18]([NH:20][C:21]4[CH:26]=[CH:25][N:24]=[CH:23][C:22]=4[F:27])=[O:19])=[CH:16][N:17]=3)[N:14]=2)[CH2:6][CH2:7]1)=[O:56]. The catalyst class is: 2. (4) Reactant: [CH:1]1[CH:6]=[CH:5][C:4]([C@@H:7]([NH2:11])[C:8]([OH:10])=[O:9])=[CH:3][CH:2]=1.C([O-])(O)=O.[Na+].[CH2:17]([O:19][C:20](Cl)=[O:21])[CH3:18].Cl. Product: [CH2:17]([O:19][C:20]([NH:11][C@H:7]([C:4]1[CH:3]=[CH:2][CH:1]=[CH:6][CH:5]=1)[C:8]([OH:10])=[O:9])=[O:21])[CH3:18]. The catalyst class is: 20. (5) Reactant: C([O:8][C:9]1[CH:35]=[CH:34][C:12]([N:13]([CH2:24][CH2:25][O:26][Si:27]([C:30]([CH3:33])([CH3:32])[CH3:31])([CH3:29])[CH3:28])[CH2:14][CH2:15][O:16][Si:17]([C:20]([CH3:23])([CH3:22])[CH3:21])([CH3:19])[CH3:18])=[CH:11][CH:10]=1)C1C=CC=CC=1. Product: [Si:17]([O:16][CH2:15][CH2:14][N:13]([C:12]1[CH:34]=[CH:35][C:9]([OH:8])=[CH:10][CH:11]=1)[CH2:24][CH2:25][O:26][Si:27]([C:30]([CH3:31])([CH3:32])[CH3:33])([CH3:29])[CH3:28])([C:20]([CH3:21])([CH3:22])[CH3:23])([CH3:19])[CH3:18]. The catalyst class is: 123. (6) Reactant: FC(F)(F)S(O[C:7]1[CH2:12][CH2:11][CH:10]([O:13][CH2:14][CH:15]2[CH2:20][CH2:19][N:18]([C:21]([O:23][C:24]([CH3:27])([CH3:26])[CH3:25])=[O:22])[CH2:17][CH2:16]2)[CH2:9][CH:8]=1)(=O)=O.[F:30][C:31]1[CH:36]=[C:35]([S:37]([CH3:40])(=[O:39])=[O:38])[CH:34]=[CH:33][C:32]=1B(O)O.C(=O)([O-])[O-].[Na+].[Na+]. Product: [F:30][C:31]1[CH:36]=[C:35]([S:37]([CH3:40])(=[O:39])=[O:38])[CH:34]=[CH:33][C:32]=1[C:7]1[CH2:12][CH2:11][CH:10]([O:13][CH2:14][CH:15]2[CH2:20][CH2:19][N:18]([C:21]([O:23][C:24]([CH3:27])([CH3:25])[CH3:26])=[O:22])[CH2:17][CH2:16]2)[CH2:9][CH:8]=1. The catalyst class is: 128. (7) Reactant: CS(O[CH2:6][CH2:7][C:8]#[C:9][C:10]1[CH:15]=[CH:14][C:13]([C:16]2[N:17]=[C:18]3[CH:23]=[C:22]([CH3:24])[CH:21]=[CH:20][N:19]3[CH:25]=2)=[CH:12][CH:11]=1)(=O)=O.[NH:26]1[CH2:30][CH2:29][CH2:28][CH2:27]1.C(=O)([O-])[O-].[K+].[K+].CO.ClCCl. Product: [N:26]1([CH2:6][CH2:7][C:8]#[C:9][C:10]2[CH:15]=[CH:14][C:13]([C:16]3[N:17]=[C:18]4[CH:23]=[C:22]([CH3:24])[CH:21]=[CH:20][N:19]4[CH:25]=3)=[CH:12][CH:11]=2)[CH2:30][CH2:29][CH2:28][CH2:27]1. The catalyst class is: 115. (8) Reactant: [Cl:1][C:2]1[CH:3]=[C:4]([S:8]([CH:11]2[CH2:16][CH2:15][NH:14][CH2:13][CH2:12]2)(=[O:10])=[O:9])[CH:5]=[CH:6][CH:7]=1.[Cl:17][C:18]1[CH:19]=[N:20][CH:21]=[C:22]([Cl:25])[C:23]=1Cl.CCN(C(C)C)C(C)C. Product: [Cl:17][C:18]1[CH:19]=[N:20][CH:21]=[C:22]([Cl:25])[C:23]=1[N:14]1[CH2:15][CH2:16][CH:11]([S:8]([C:4]2[CH:5]=[CH:6][CH:7]=[C:2]([Cl:1])[CH:3]=2)(=[O:10])=[O:9])[CH2:12][CH2:13]1. The catalyst class is: 12. (9) Reactant: [CH3:1][C:2]1([CH3:23])[C:11]2[C:6](=[CH:7][CH:8]=[C:9]([C:12]([F:15])([F:14])[F:13])[CH:10]=2)[NH:5][CH:4]([C:16]2[CH:17]=[C:18]([NH2:22])[CH:19]=[CH:20][CH:21]=2)[CH2:3]1.N1C=CC=CC=1.[CH3:30][CH:31]([S:33](Cl)(=[O:35])=[O:34])[CH3:32]. Product: [CH3:1][C:2]1([CH3:23])[C:11]2[C:6](=[CH:7][CH:8]=[C:9]([C:12]([F:15])([F:13])[F:14])[CH:10]=2)[NH:5][CH:4]([C:16]2[CH:17]=[C:18]([NH:22][S:33]([CH:31]([CH3:32])[CH3:30])(=[O:35])=[O:34])[CH:19]=[CH:20][CH:21]=2)[CH2:3]1. The catalyst class is: 4.